Dataset: Catalyst prediction with 721,799 reactions and 888 catalyst types from USPTO. Task: Predict which catalyst facilitates the given reaction. Reactant: [S:1]1[CH:5]=[CH:4][C:3]2[C:6]([N:10]3[CH2:15][CH2:14][N:13]([CH2:16][CH2:17][CH2:18][CH2:19][N:20]4[CH:29]=[CH:28][C:27]5[C:22](=[CH:23][C:24]([O:30][CH3:31])=[CH:25][CH:26]=5)[C:21]4=[O:32])[CH2:12][CH2:11]3)=[CH:7][CH:8]=[CH:9][C:2]1=2.[Cl:33]CCCCN1C=CC2C(=CC(OC)=CC=2)C1=O.C(O)C.Cl. Product: [ClH:33].[S:1]1[CH:5]=[CH:4][C:3]2[C:6]([N:10]3[CH2:11][CH2:12][N:13]([CH2:16][CH2:17][CH2:18][CH2:19][N:20]4[CH:29]=[CH:28][C:27]5[C:22](=[CH:23][C:24]([O:30][CH3:31])=[CH:25][CH:26]=5)[C:21]4=[O:32])[CH2:14][CH2:15]3)=[CH:7][CH:8]=[CH:9][C:2]1=2. The catalyst class is: 13.